From a dataset of Catalyst prediction with 721,799 reactions and 888 catalyst types from USPTO. Predict which catalyst facilitates the given reaction. (1) Reactant: C(O)(C(F)(F)F)=O.[CH2:8]([O:51][CH:52]1[C@H:56]2[C@H:57](OC3CCCCO3)[N:58](C(OC(C)(C)C)=O)[C:59]3[CH:66]=[CH:65][C:64]([O:67][CH3:68])=[CH:63][C:60]=3[C:61](=[O:62])[N:55]2[CH2:54][C:53]1=[CH2:83])[CH2:9][CH2:10][CH2:11][CH2:12][CH2:13][CH2:14][CH2:15][CH2:16][CH2:17][O:18][CH:19]1[C@H:23]2[C@H:24](OC3CCCCO3)[N:25](C(OC(C)(C)C)=O)[C:26]3[CH:33]=[CH:32][C:31]([O:34][CH3:35])=[CH:30][C:27]=3[C:28](=[O:29])[N:22]2[CH2:21][C:20]1=[CH2:50].C([O-])(O)=O.[Na+]. Product: [CH2:17]([O:18][CH:19]1[C@@H:23]2[CH:24]=[N:25][C:26]3[CH:33]=[CH:32][C:31]([O:34][CH3:35])=[CH:30][C:27]=3[C:28](=[O:29])[N:22]2[CH2:21][C:20]1=[CH2:50])[CH2:16][CH2:15][CH2:14][CH2:13][CH2:12][CH2:11][CH2:10][CH2:9][CH2:8][O:51][CH:52]1[C@@H:56]2[CH:57]=[N:58][C:59]3[CH:66]=[CH:65][C:64]([O:67][CH3:68])=[CH:63][C:60]=3[C:61](=[O:62])[N:55]2[CH2:54][C:53]1=[CH2:83]. The catalyst class is: 254. (2) Reactant: Cl[C:2]1[N:7]=[C:6]([Cl:8])[CH:5]=[CH:4][N:3]=1.[CH3:9][C:10]([CH3:13])([O-:12])[CH3:11].[K+].C(OCC)(=O)C. Product: [C:10]([O:12][C:2]1[N:7]=[C:6]([Cl:8])[CH:5]=[CH:4][N:3]=1)([CH3:13])([CH3:11])[CH3:9]. The catalyst class is: 107. (3) Reactant: [Cl:1][C:2]1[CH:11]=[C:10]([C:12](=O)[CH3:13])[C:9]([N:15]2[CH2:20][CH2:19][N:18]([C:21](=[O:28])[C:22]3[CH:27]=[CH:26][N:25]=[CH:24][CH:23]=3)[CH2:17][CH2:16]2)=[C:8]2[C:3]=1[CH:4]=[CH:5][CH:6]=[N:7]2.C([O-])(=O)C.[NH4+].C([BH3-])#[N:35].[Na+].O1CCCC1. Product: [Cl:1][C:2]1[CH:11]=[C:10]([CH:12]([NH2:35])[CH3:13])[C:9]([N:15]2[CH2:20][CH2:19][N:18]([C:21](=[O:28])[C:22]3[CH:27]=[CH:26][N:25]=[CH:24][CH:23]=3)[CH2:17][CH2:16]2)=[C:8]2[C:3]=1[CH:4]=[CH:5][CH:6]=[N:7]2. The catalyst class is: 449. (4) Reactant: F[C:2]1[CH:3]=[C:4]([CH:7]=[CH:8][CH:9]=1)[C:5]#[N:6].[CH3:10][C:11]1[CH:16]=[CH:15][CH:14]=[CH:13][C:12]=1[OH:17].C(=O)([O-])[O-].[Cs+].[Cs+].Cl. Product: [CH3:10][C:11]1[CH:16]=[CH:15][CH:14]=[CH:13][C:12]=1[O:17][C:2]1[CH:3]=[C:4]([CH:7]=[CH:8][CH:9]=1)[C:5]#[N:6]. The catalyst class is: 3. (5) Reactant: Br[C:2]1[C:7]2[CH2:8][O:9][CH:10]([C:12]3[CH:17]=[CH:16][CH:15]=[CH:14][CH:13]=3)[O:11][C:6]=2[C:5]([O:18][CH:19]([CH3:21])[CH3:20])=[C:4]([N+:22]([O-:24])=[O:23])[CH:3]=1.P(OC1C=CC=CC=1)(OC1C=CC=CC=1)OC1C=CC=CC=1.C([O-])([O-])=O.[Cs+].[Cs+].CC(O)C. Product: [CH:19]([O:18][C:5]1[C:6]2[O:11][CH:10]([C:12]3[CH:17]=[CH:16][CH:15]=[CH:14][CH:13]=3)[O:9][CH2:8][C:7]=2[CH:2]=[CH:3][C:4]=1[N+:22]([O-:24])=[O:23])([CH3:21])[CH3:20]. The catalyst class is: 62. (6) Reactant: [C:1]([O-:4])(=[O:3])C.[O:5]=[C:6]1[C@@H:9]([NH3+:10])[CH2:8][NH:7]1.[CH3:11]CN(C(C)C)C(C)C.[C:20]1([C:26]2[CH:31]=[CH:30][C:29](C3C=CN(C([O-])=O)C(=O)C=3C)=[CH:28][CH:27]=2)[CH:25]=[CH:24][CH:23]=[CH:22][CH:21]=1. Product: [C:20]1([C:26]2[CH:27]=[CH:28][C:29]([O:4][C:1](=[O:3])[N:10]([CH3:11])[C@H:9]3[CH2:8][NH:7][C:6]3=[O:5])=[CH:30][CH:31]=2)[CH:25]=[CH:24][CH:23]=[CH:22][CH:21]=1. The catalyst class is: 2. (7) Reactant: [CH2:1]([O:3][C:4]([N:6]1[CH2:11][CH2:10][N:9]([C:12](=[O:39])[C@@H:13]([NH:24][C:25]([C:27]2[CH:36]=[C:35]([OH:37])[C:34]3[C:29](=[CH:30][C:31]([CH3:38])=[CH:32][CH:33]=3)[N:28]=2)=[O:26])[CH2:14][CH2:15][O:16][CH2:17][C:18]2[CH:23]=[CH:22][CH:21]=[CH:20][CH:19]=2)[CH2:8][CH2:7]1)=[O:5])[CH3:2].C(=O)([O-])[O-].[Cs+].[Cs+].[C:46]([O:50][C:51](=[O:54])[CH2:52]Br)([CH3:49])([CH3:48])[CH3:47]. Product: [CH2:1]([O:3][C:4]([N:6]1[CH2:11][CH2:10][N:9]([C:12](=[O:39])[C@@H:13]([NH:24][C:25]([C:27]2[CH:36]=[C:35]([O:37][CH2:52][C:51]([O:50][C:46]([CH3:49])([CH3:48])[CH3:47])=[O:54])[C:34]3[C:29](=[CH:30][C:31]([CH3:38])=[CH:32][CH:33]=3)[N:28]=2)=[O:26])[CH2:14][CH2:15][O:16][CH2:17][C:18]2[CH:19]=[CH:20][CH:21]=[CH:22][CH:23]=2)[CH2:8][CH2:7]1)=[O:5])[CH3:2]. The catalyst class is: 18. (8) Reactant: [OH:1][C:2]1[CH:7]=[CH:6][N:5]([CH2:8][CH2:9][C:10]2[CH:15]=[CH:14][C:13]([CH2:16][OH:17])=[CH:12][CH:11]=2)[C:4](=[O:18])[CH:3]=1.[S:19]1[CH:23]=[CH:22][CH:21]=[C:20]1[CH2:24]OS(C)(=O)=O.C(=O)([O-])[O-].[K+].[K+]. Product: [OH:17][CH2:16][C:13]1[CH:14]=[CH:15][C:10]([CH2:9][CH2:8][N:5]2[CH:6]=[CH:7][C:2]([O:1][CH2:24][C:20]3[S:19][CH:23]=[CH:22][CH:21]=3)=[CH:3][C:4]2=[O:18])=[CH:11][CH:12]=1. The catalyst class is: 31.